Dataset: Reaction yield outcomes from USPTO patents with 853,638 reactions. Task: Predict the reaction yield, written as a fraction of the theoretical maximum amount of product (1.0 means a 100% yield; for example, 0.34 means a 34% yield). (1) The reactants are [Br:1][C:2]1[CH:27]=[CH:26][C:5]2[N:6]([C:9]3[S:13][C:12]([C:14]([O:16][CH3:17])=[O:15])=[C:11]([O:18]CC4C=CC=CC=4)[CH:10]=3)[CH:7]=[N:8][C:4]=2[CH:3]=1. The catalyst is C(O)(C(F)(F)F)=O. The product is [Br:1][C:2]1[CH:27]=[CH:26][C:5]2[N:6]([C:9]3[S:13][C:12]([C:14]([O:16][CH3:17])=[O:15])=[C:11]([OH:18])[CH:10]=3)[CH:7]=[N:8][C:4]=2[CH:3]=1. The yield is 0.850. (2) The reactants are [C:1]([O:5][C:6](=[O:20])[NH:7][C:8]1[CH:13]=[CH:12][C:11](Br)=[C:10]([O:15][CH2:16][C:17]([CH3:19])=[CH2:18])[CH:9]=1)([CH3:4])([CH3:3])[CH3:2].C([SnH](CCCC)CCCC)CCC.CC(=O)OCC.[F-].[K+]. The catalyst is C1(C)C=CC=CC=1. The yield is 0.570. The product is [C:1]([O:5][C:6](=[O:20])[NH:7][C:8]1[CH:13]=[CH:12][C:11]2[C:17]([CH3:19])([CH3:18])[CH2:16][O:15][C:10]=2[CH:9]=1)([CH3:4])([CH3:3])[CH3:2].